This data is from Full USPTO retrosynthesis dataset with 1.9M reactions from patents (1976-2016). The task is: Predict the reactants needed to synthesize the given product. (1) Given the product [CH3:26][C:7]1[C:6]([CH2:5][C:4]([OH:27])=[O:3])=[C:14]2[N:9]([C:8]=1[S:15][C:16]1[C:25]3[C:20](=[CH:21][CH:22]=[CH:23][CH:24]=3)[CH:19]=[CH:18][CH:17]=1)[CH:10]=[CH:11][CH:12]=[CH:13]2, predict the reactants needed to synthesize it. The reactants are: C([O:3][C:4](=[O:27])[CH2:5][C:6]1[C:7]([CH3:26])=[C:8]([S:15][C:16]2[C:25]3[C:20](=[CH:21][CH:22]=[CH:23][CH:24]=3)[CH:19]=[CH:18][CH:17]=2)[N:9]2[C:14]=1[CH:13]=[CH:12][CH:11]=[CH:10]2)C.C(=O)([O-])[O-].[K+].[K+].ClC1C=C(C=CC=1)C(OO)=O. (2) Given the product [F:1][C:2]1[CH:17]=[C:16]([CH2:18][NH:24][CH2:23][CH2:22][CH:21]([CH3:25])[CH3:20])[CH:15]=[CH:14][C:3]=1[O:4][C:5]1[CH:13]=[CH:12][C:8]([C:9]([NH2:11])=[O:10])=[CH:7][N:6]=1, predict the reactants needed to synthesize it. The reactants are: [F:1][C:2]1[CH:17]=[C:16]([CH:18]=O)[CH:15]=[CH:14][C:3]=1[O:4][C:5]1[CH:13]=[CH:12][C:8]([C:9]([NH2:11])=[O:10])=[CH:7][N:6]=1.[CH3:20][CH:21]([CH3:25])[CH2:22][CH2:23][NH2:24]. (3) Given the product [CH3:12][N:11]([CH3:13])[C:9]1[C:10]2[C:2]([C:28]3[CH:29]=[CH:30][N:31]=[C:26]([S:25][CH3:24])[N:27]=3)=[CH:3][N:4]([CH2:14][O:15][CH2:16][CH2:17][Si:18]([CH3:21])([CH3:20])[CH3:19])[C:5]=2[N:6]=[CH:7][N:8]=1, predict the reactants needed to synthesize it. The reactants are: Br[C:2]1[C:10]2[C:9]([N:11]([CH3:13])[CH3:12])=[N:8][CH:7]=[N:6][C:5]=2[N:4]([CH2:14][O:15][CH2:16][CH2:17][Si:18]([CH3:21])([CH3:20])[CH3:19])[CH:3]=1.[Cl-].[Li+].[CH3:24][S:25][C:26]1[N:31]=[C:30]([Sn](CCCC)(CCCC)CCCC)[CH:29]=[CH:28][N:27]=1. (4) Given the product [Cl:12][C:3]1[C:2]([NH:1][S:23]([CH2:20][CH2:21][CH3:22])(=[O:25])=[O:24])=[CH:10][CH:9]=[C:8]([Cl:11])[C:4]=1[C:5]([OH:7])=[O:6], predict the reactants needed to synthesize it. The reactants are: [NH2:1][C:2]1[C:3]([Cl:12])=[C:4]([C:8]([Cl:11])=[CH:9][CH:10]=1)[C:5]([OH:7])=[O:6].C(N(CC)CC)C.[CH2:20]([S:23](Cl)(=[O:25])=[O:24])[CH2:21][CH3:22].